Dataset: Reaction yield outcomes from USPTO patents with 853,638 reactions. Task: Predict the reaction yield, written as a fraction of the theoretical maximum amount of product (1.0 means a 100% yield; for example, 0.34 means a 34% yield). (1) The reactants are [CH2:1]([O:3][C:4](=[O:19])[CH:5]([C:11]([C:13]1[CH:18]=[CH:17][N:16]=[CH:15][CH:14]=1)=O)[C:6]([CH:8]1[CH2:10][CH2:9]1)=O)[CH3:2].[F:20][C:21]([F:31])([F:30])[C:22]1[CH:23]=[C:24]([NH:28][NH2:29])[CH:25]=[CH:26][CH:27]=1. No catalyst specified. The product is [CH2:1]([O:3][C:4]([C:5]1[C:11]([C:13]2[CH:18]=[CH:17][N:16]=[CH:15][CH:14]=2)=[N:29][N:28]([C:24]2[CH:25]=[CH:26][CH:27]=[C:22]([C:21]([F:20])([F:31])[F:30])[CH:23]=2)[C:6]=1[CH:8]1[CH2:10][CH2:9]1)=[O:19])[CH3:2]. The yield is 0.120. (2) The yield is 0.490. The catalyst is [Ni].CCO. The product is [NH2:1][C:4]1[CH:12]=[C:11]2[C:7]([CH:8]=[C:9]([C:13]#[N:14])[NH:10]2)=[CH:6][CH:5]=1. The reactants are [N+:1]([C:4]1[CH:12]=[C:11]2[C:7]([CH:8]=[C:9]([C:13]#[N:14])[NH:10]2)=[CH:6][CH:5]=1)([O-])=O. (3) The reactants are Cl[C:2]1[CH:7]=[CH:6][N:5]=[CH:4][C:3]=1[N+:8]([O-:10])=[O:9].C(=O)([O-])[O-].[Na+].[Na+].[CH3:17][N:18]1[CH2:23][CH:22]=[C:21](B2OC(C)(C)C(C)(C)O2)[CH2:20][CH2:19]1.C1(P(C2C=CC=CC=2)C2C=CC=CC=2)C=CC=CC=1. The catalyst is C1(C)C=CC=CC=1.C(O)C.C1C=CC(/C=C/C(/C=C/C2C=CC=CC=2)=O)=CC=1.C1C=CC(/C=C/C(/C=C/C2C=CC=CC=2)=O)=CC=1.C1C=CC(/C=C/C(/C=C/C2C=CC=CC=2)=O)=CC=1.[Pd].[Pd]. The product is [CH3:17][N:18]1[CH2:19][CH:20]=[C:21]([C:2]2[CH:7]=[CH:6][N:5]=[CH:4][C:3]=2[N+:8]([O-:10])=[O:9])[CH2:22][CH2:23]1. The yield is 0.630.